From a dataset of Forward reaction prediction with 1.9M reactions from USPTO patents (1976-2016). Predict the product of the given reaction. Given the reactants [Br:1][C:2]1[S:6][C:5]([C:7]2[CH:12]=[C:11](C(N3CCCC3)=O)[CH:10]=[CH:9][N:8]=2)=[CH:4][CH:3]=1.S1C=CC=C1C1C=CC=C([C:31]([N:33]2[CH2:37][CH2:36][CH2:35][CH2:34]2)=[O:32])N=1, predict the reaction product. The product is: [Br:1][C:2]1[S:6][C:5]([C:7]2[CH:12]=[CH:11][CH:10]=[C:9]([C:31]([N:33]3[CH2:37][CH2:36][CH2:35][CH2:34]3)=[O:32])[N:8]=2)=[CH:4][CH:3]=1.